Dataset: Drug-target binding data from BindingDB using Ki measurements. Task: Regression. Given a target protein amino acid sequence and a drug SMILES string, predict the binding affinity score between them. We predict pKi (pKi = -log10(Ki in M); higher means stronger inhibition). Dataset: bindingdb_ki. The compound is CCc1nn(CCCN2CCN(c3cccc(Cl)c3)CC2)c(=O)n1CCOc1ccccc1. The target is MLLARMKPQVQPELGGADQ. The pKi is 6.3.